The task is: Predict the product of the given reaction.. This data is from Forward reaction prediction with 1.9M reactions from USPTO patents (1976-2016). (1) Given the reactants [NH2:1][C@H:2]([C:17]([NH:19][C:20]1[CH:25]=[CH:24][C:23]([O:26][C:27]2[CH:32]=[CH:31][C:30]([F:33])=[CH:29][CH:28]=2)=[CH:22][CH:21]=1)=[O:18])[CH2:3][CH2:4][CH2:5][NH:6][C:7](=[O:16])[O:8][CH2:9][C:10]1[CH:15]=[CH:14][CH:13]=[CH:12][CH:11]=1.Cl.[N:35]1([CH2:40][C:41](O)=[O:42])[CH:39]=[N:38][CH:37]=[N:36]1, predict the reaction product. The product is: [N:35]1([CH2:40][C:41]([NH:1][C@H:2]([C:17]([NH:19][C:20]2[CH:21]=[CH:22][C:23]([O:26][C:27]3[CH:28]=[CH:29][C:30]([F:33])=[CH:31][CH:32]=3)=[CH:24][CH:25]=2)=[O:18])[CH2:3][CH2:4][CH2:5][NH:6][C:7](=[O:16])[O:8][CH2:9][C:10]2[CH:11]=[CH:12][CH:13]=[CH:14][CH:15]=2)=[O:42])[CH:39]=[N:38][CH:37]=[N:36]1. (2) Given the reactants [O:1]1CCO[CH:2]1[C:6]1[CH:7]=[CH:8][C:9]([O:33][C:34]([F:37])([F:36])[F:35])=[C:10]([C:12]2[CH:21]=[C:20]3[C:15]([C:16]([CH3:31])([CH3:30])[CH2:17][CH:18]=[C:19]3OS(C(F)(F)F)(=O)=O)=[CH:14][C:13]=2[CH3:32])[CH:11]=1.[S:38]1[CH:42]=[CH:41][CH:40]=[C:39]1B(O)O.C(=O)([O-])[O-].[K+].[K+].C(O)C, predict the reaction product. The product is: [F:37][C:34]([F:36])([F:35])[O:33][C:9]1[CH:8]=[CH:7][C:6]([CH:2]=[O:1])=[CH:11][C:10]=1[C:12]1[C:13]([CH3:32])=[CH:14][C:15]2[C:16]([CH3:30])([CH3:31])[CH2:17][CH:18]=[C:19]([C:39]3[S:38][CH:42]=[CH:41][CH:40]=3)[C:20]=2[CH:21]=1. (3) The product is: [CH3:23][N:4]=[S:2]([C:5]1[CH:6]=[CH:7][C:8]([CH2:9][N:10]2[C:18](=[O:19])[C:17]3[C:12](=[CH:13][CH:14]=[CH:15][CH:16]=3)[C:11]2=[O:20])=[CH:21][CH:22]=1)([CH3:1])=[O:3]. Given the reactants [CH3:1][S:2]([C:5]1[CH:22]=[CH:21][C:8]([CH2:9][N:10]2[C:18](=[O:19])[C:17]3[C:12](=[CH:13][CH:14]=[CH:15][CH:16]=3)[C:11]2=[O:20])=[CH:7][CH:6]=1)(=[NH:4])=[O:3].[CH2:23]=O, predict the reaction product. (4) Given the reactants [Cl:1][C:2]1[CH:7]=[CH:6][C:5]([C:8]2[CH:13]=[C:12]([C:14]([F:17])([F:16])[F:15])[N:11]3[N:18]=[CH:19][C:20]([C:21](O)=[O:22])=[C:10]3[N:9]=2)=[CH:4][CH:3]=1.[NH2:24][C:25]1[CH:34]=[CH:33][C:28]([C:29]([NH:31]O)=[NH:30])=[CH:27][N:26]=1, predict the reaction product. The product is: [Cl:1][C:2]1[CH:7]=[CH:6][C:5]([C:8]2[CH:13]=[C:12]([C:14]([F:17])([F:16])[F:15])[N:11]3[N:18]=[CH:19][C:20]([C:21]4[O:22][N:31]=[C:29]([C:28]5[CH:33]=[CH:34][C:25]([NH2:24])=[N:26][CH:27]=5)[N:30]=4)=[C:10]3[N:9]=2)=[CH:4][CH:3]=1. (5) Given the reactants [CH3:1][C:2]([O:5][C:6]([N:8]1[CH2:13][CH2:12][C:11]([CH3:17])(C(O)=O)[CH2:10][CH2:9]1)=[O:7])([CH3:4])[CH3:3].C([N:20]([CH2:23]C)CC)C.C1(P(N=[N+]=[N-])(C2C=CC=CC=2)=[O:32])C=CC=CC=1.[CH2:42]([OH:49])[C:43]1[CH:48]=[CH:47][CH:46]=[CH:45][CH:44]=1, predict the reaction product. The product is: [CH3:17][C:11]1([NH:20][C:23]([O:49][CH2:42][C:43]2[CH:48]=[CH:47][CH:46]=[CH:45][CH:44]=2)=[O:32])[CH2:10][CH2:9][N:8]([C:6]([O:5][C:2]([CH3:1])([CH3:3])[CH3:4])=[O:7])[CH2:13][CH2:12]1. (6) Given the reactants C([N:8]1[CH2:13][CH2:12][CH:11]([CH2:14][N:15]([CH3:33])[S:16]([C:19]2[CH:28]=[CH:27][CH:26]=[C:25]3[C:20]=2[CH2:21][CH2:22][N:23]([C:29]([O:31][CH3:32])=[O:30])[CH2:24]3)(=[O:18])=[O:17])[CH2:10][CH2:9]1)C1C=CC=CC=1.C([O-])=O.[NH4+], predict the reaction product. The product is: [NH:8]1[CH2:9][CH2:10][CH:11]([CH2:14][N:15]([CH3:33])[S:16]([C:19]2[CH:28]=[CH:27][CH:26]=[C:25]3[C:20]=2[CH2:21][CH2:22][N:23]([C:29]([O:31][CH3:32])=[O:30])[CH2:24]3)(=[O:18])=[O:17])[CH2:12][CH2:13]1.